Predict the reaction yield, written as a fraction of the theoretical maximum amount of product (1.0 means a 100% yield; for example, 0.34 means a 34% yield). From a dataset of Reaction yield outcomes from USPTO patents with 853,638 reactions. The reactants are [NH2:1][CH2:2][CH2:3][CH2:4][CH2:5][C@H:6]([NH:14][C:15](=[O:30])[NH:16][C@H:17]([C:23]([O:25][C:26]([CH3:29])([CH3:28])[CH3:27])=[O:24])[CH2:18][CH2:19][C:20]([OH:22])=[O:21])[C:7]([O:9][C:10]([CH3:13])([CH3:12])[CH3:11])=[O:8].[CH3:31][C:32]([OH:34])=[O:33].[CH:35]([C:37]1[N:38]([CH2:42][C:43]([O:45][C:46]([CH3:49])([CH3:48])[CH3:47])=[O:44])[CH:39]=[CH:40][N:41]=1)=O.[BH-](O[C:60]([CH3:62])=O)(OC(C)=O)OC(C)=O.[Na+]. The catalyst is ClCCCl. The product is [C:46]([O:33][C:32](=[O:34])[CH2:31][N:38]1[CH:39]=[CH:40][N:41]=[C:60]1[CH2:62][N:1]([CH2:35][C:37]1[N:38]([CH2:42][C:43](=[O:44])[O:45][C:46]([CH3:49])([CH3:48])[CH3:47])[CH:39]=[CH:40][N:41]=1)[CH2:2][CH2:3][CH2:4][CH2:5][C@H:6]([NH:14][C:15](=[O:30])[NH:16][C@H:17]([C:23]([O:25][C:26]([CH3:29])([CH3:28])[CH3:27])=[O:24])[CH2:18][CH2:19][C:20]([OH:22])=[O:21])[C:7]([O:9][C:10]([CH3:13])([CH3:12])[CH3:11])=[O:8])([CH3:49])([CH3:48])[CH3:47]. The yield is 0.520.